From a dataset of Forward reaction prediction with 1.9M reactions from USPTO patents (1976-2016). Predict the product of the given reaction. Given the reactants [CH3:1][C:2]1[N:6]=[C:5]([C:7]2[N:8]=[C:9]3[N:19]([CH:20]=2)[CH2:18][CH2:17][O:16][C:15]2[C:10]3=[CH:11][CH:12]=[C:13]([C:21]3[CH:22]=[N:23][N:24]([CH3:32])[C:25]=3[CH:26]3[CH2:31][CH2:30][CH2:29][NH:28][CH2:27]3)[CH:14]=2)[N:4]([CH:33]([CH3:35])[CH3:34])[N:3]=1.[CH3:36][C:37]([CH3:39])=O.[BH3-]C#N.[Na+], predict the reaction product. The product is: [CH:33]([N:4]1[C:5]([C:7]2[N:8]=[C:9]3[C:10]4[CH:11]=[CH:12][C:13]([C:21]5[CH:22]=[N:23][N:24]([CH3:32])[C:25]=5[CH:26]5[CH2:31][CH2:30][CH2:29][N:28]([CH:37]([CH3:39])[CH3:36])[CH2:27]5)=[CH:14][C:15]=4[O:16][CH2:17][CH2:18][N:19]3[CH:20]=2)=[N:6][C:2]([CH3:1])=[N:3]1)([CH3:35])[CH3:34].